Dataset: Catalyst prediction with 721,799 reactions and 888 catalyst types from USPTO. Task: Predict which catalyst facilitates the given reaction. (1) Reactant: [C:1]([C:3]1[CH:4]=[CH:5][C:6]([C:9](=O)[CH2:10][C:11](=O)[C:12]([O:14][CH2:15][CH3:16])=[O:13])=[N:7][CH:8]=1)#[N:2].[NH:19]([C:21]1[CH:22]=[CH:23][C:24]([O:27][CH3:28])=[N:25][CH:26]=1)[NH2:20]. The catalyst class is: 8. Product: [C:1]([C:3]1[CH:4]=[CH:5][C:6]([C:9]2[N:19]([C:21]3[CH:26]=[N:25][C:24]([O:27][CH3:28])=[CH:23][CH:22]=3)[N:20]=[C:11]([C:12]([O:14][CH2:15][CH3:16])=[O:13])[CH:10]=2)=[N:7][CH:8]=1)#[N:2]. (2) Reactant: [Br:1][C:2]1[CH:7]=[CH:6][C:5]([CH2:8][CH2:9][C:10](O)=[O:11])=[CH:4][CH:3]=1.B. Product: [Br:1][C:2]1[CH:3]=[CH:4][C:5]([CH2:8][CH2:9][CH2:10][OH:11])=[CH:6][CH:7]=1. The catalyst class is: 1. (3) Reactant: Cl[C:2]1[C:3]([C:15]([O:17][CH3:18])=[O:16])=[CH:4][N:5]([C:9]2[CH:14]=[CH:13][CH:12]=[CH:11][CH:10]=2)[C:6](=[O:8])[CH:7]=1.O.O.O.[C:22]1([O-:28])[CH:27]=[CH:26][CH:25]=[CH:24][CH:23]=1.[Na+].CN(C=O)C. Product: [O:8]=[C:6]1[N:5]([C:9]2[CH:14]=[CH:13][CH:12]=[CH:11][CH:10]=2)[CH:4]=[C:3]([C:15]([O:17][CH3:18])=[O:16])[C:2]([O:28][C:22]2[CH:27]=[CH:26][CH:25]=[CH:24][CH:23]=2)=[CH:7]1. The catalyst class is: 6. (4) Reactant: [N:1]1[C:10]2[C:5](=[CH:6][CH:7]=[CH:8][CH:9]=2)[C:4](C(OC)=O)=[CH:3][N:2]=1.[H-].[Al+3].[Li+].[H-].[H-].[H-].O.C(Cl)Cl. Product: [NH:1]1[C:10]2[C:5](=[CH:6][CH:7]=[CH:8][CH:9]=2)[CH2:4][CH:3]=[N:2]1. The catalyst class is: 27. (5) Reactant: [CH3:1][C@H:2]1[CH2:7][CH2:6][C@H:5]([C:8]([OH:10])=O)[CH2:4][CH2:3]1.C1(P(C2C=CC=CC=2)C2C=CC=CC=2)C=CC=CC=1.ClN1C(=O)CCC1=O.[CH3:38][O:39][C:40]([C:42]1[S:43][C:44]([C:58]2[CH:63]=[CH:62][CH:61]=[CH:60][CH:59]=2)=[CH:45][C:46]=1[NH:47][CH:48]1[CH2:57][CH2:56][C:51]2([O:55][CH2:54][CH2:53][O:52]2)[CH2:50][CH2:49]1)=[O:41].C([O-])(O)=O.[Na+]. Product: [CH3:38][O:39][C:40]([C:42]1[S:43][C:44]([C:58]2[CH:59]=[CH:60][CH:61]=[CH:62][CH:63]=2)=[CH:45][C:46]=1[N:47]([CH:48]1[CH2:49][CH2:50][C:51]2([O:55][CH2:54][CH2:53][O:52]2)[CH2:56][CH2:57]1)[C:8]([C@H:5]1[CH2:4][CH2:3][C@H:2]([CH3:1])[CH2:7][CH2:6]1)=[O:10])=[O:41]. The catalyst class is: 756. (6) The catalyst class is: 7. Product: [N:33]1[CH:34]=[CH:35][C:30]([C:11]([CH2:12][CH2:13][CH2:14][CH2:15][CH2:16][CH2:17][CH2:18][CH2:19][CH2:20][CH2:21][CH2:22][CH2:23][CH2:24][CH2:25][CH2:26][CH2:27][CH2:28][CH3:29])=[CH:10][CH2:9][CH2:8][CH2:7][OH:6])=[CH:31][CH:32]=1. Reactant: C([Si](C)(C)[O:6][CH2:7][CH2:8][CH2:9][CH2:10][CH:11]([C:30]1[CH:35]=[CH:34][N:33]=[CH:32][CH:31]=1)[CH2:12][CH2:13][CH2:14][CH2:15][CH2:16][CH2:17][CH2:18][CH2:19][CH:20]=[CH:21][CH2:22][CH2:23][CH2:24][CH2:25][CH2:26][CH2:27][CH2:28][CH3:29])(C)(C)C.[F-].C([N+](CCCC)(CCCC)CCCC)CCC.CCCCCCC.C(OC(=O)C)C.O. (7) Product: [N:18]1([S:2]([CH2:5][C@H:6]([CH3:17])[C:7]([O:9][CH2:10][C:11]2[CH:16]=[CH:15][CH:14]=[CH:13][CH:12]=2)=[O:8])(=[O:4])=[O:3])[CH2:23][CH2:22][CH2:21][CH2:20][CH2:19]1. The catalyst class is: 2. Reactant: Cl[S:2]([CH2:5][C@H:6]([CH3:17])[C:7]([O:9][CH2:10][C:11]1[CH:16]=[CH:15][CH:14]=[CH:13][CH:12]=1)=[O:8])(=[O:4])=[O:3].[NH:18]1[CH2:23][CH2:22][CH2:21][CH2:20][CH2:19]1.